From a dataset of HIV replication inhibition screening data with 41,000+ compounds from the AIDS Antiviral Screen. Binary Classification. Given a drug SMILES string, predict its activity (active/inactive) in a high-throughput screening assay against a specified biological target. (1) The compound is CSCCOC(=O)c1cc(NC(=S)c2ccoc2C)ccc1Cl. The result is 1 (active). (2) The molecule is CC1C(C)N1CC(O)Cn1ccnc1[N+](=O)[O-]. The result is 0 (inactive).